From a dataset of Catalyst prediction with 721,799 reactions and 888 catalyst types from USPTO. Predict which catalyst facilitates the given reaction. (1) Reactant: [NH2:1][C:2]1[CH:11]=[CH:10][CH:9]=[C:8]2[C:3]=1[CH:4]=[CH:5][N:6]([C@H:13]([CH:18]([CH3:20])[CH3:19])[C:14]([NH:16][CH3:17])=[O:15])[C:7]2=[O:12].[C:21]12([CH2:31][C:32](O)=[O:33])[CH2:30][CH:25]3[CH2:26][CH:27]([CH2:29][CH:23]([CH2:24]3)[CH2:22]1)[CH2:28]2.O.ON1C2C=CC=CC=2N=N1.Cl.CN(C)CCCN=C=NCC.C(N(CC)C(C)C)(C)C.CN(C)C=O. Product: [C:21]12([CH2:31][C:32]([NH:1][C:2]3[CH:11]=[CH:10][CH:9]=[C:8]4[C:3]=3[CH:4]=[CH:5][N:6]([C@H:13]([CH:18]([CH3:20])[CH3:19])[C:14]([NH:16][CH3:17])=[O:15])[C:7]4=[O:12])=[O:33])[CH2:28][CH:27]3[CH2:26][CH:25]([CH2:24][CH:23]([CH2:29]3)[CH2:22]1)[CH2:30]2. The catalyst class is: 2. (2) Reactant: [N:1]1([C:6]2[CH:11]=[CH:10][C:9]([CH2:12][N:13]3[C:18]4[CH:19]=[CH:20][S:21][C:17]=4[C:16]4=[N:22][NH:23][C:24](=[O:25])[C:15]4=[N:14]3)=[CH:8][CH:7]=2)[CH:5]=[CH:4][CH:3]=[N:2]1.I[C:27]1[CH:32]=[CH:31][CH:30]=[CH:29][C:28]=1[CH3:33].CN[C@@H]1CCCC[C@H]1NC.P([O-])([O-])([O-])=O.[K+].[K+].[K+].C(=O)(O)[O-].[Na+]. Product: [CH3:33][C:28]1[CH:29]=[CH:30][CH:31]=[CH:32][C:27]=1[N:23]1[C:24](=[O:25])[C:15]2=[N:14][N:13]([CH2:12][C:9]3[CH:8]=[CH:7][C:6]([N:1]4[CH:5]=[CH:4][CH:3]=[N:2]4)=[CH:11][CH:10]=3)[C:18]3[CH:19]=[CH:20][S:21][C:17]=3[C:16]2=[N:22]1. The catalyst class is: 590. (3) Reactant: [N+:1]([C:4]1[CH:9]=[CH:8][C:7]([N:10]2[CH:14]=[C:13]([C:15]([F:18])([F:17])[F:16])[N:12]=[C:11]2[CH2:19]O)=[CH:6][CH:5]=1)([O-:3])=[O:2].C(Br)(Br)(Br)[Br:22].C1C=CC(P(C2C=CC=CC=2)C2C=CC=CC=2)=CC=1. Product: [Br:22][CH2:19][C:11]1[N:10]([C:7]2[CH:8]=[CH:9][C:4]([N+:1]([O-:3])=[O:2])=[CH:5][CH:6]=2)[CH:14]=[C:13]([C:15]([F:18])([F:17])[F:16])[N:12]=1. The catalyst class is: 34. (4) Reactant: [F:1][C:2]1[CH:12]=[CH:11][CH:10]=[C:9]([F:13])[C:3]=1/[CH:4]=[CH:5]/C(O)=O.[Br:14]Br. Product: [Br:14]/[CH:5]=[CH:4]\[C:3]1[C:2]([F:1])=[CH:12][CH:11]=[CH:10][C:9]=1[F:13]. The catalyst class is: 4. (5) Reactant: C(N(CC)CC)C.Cl[C:9](=[N:15][NH:16][C:17]1[CH:22]=[CH:21][C:20]([Cl:23])=[CH:19][C:18]=1[Cl:24])[C:10]([O:12][CH2:13][CH3:14])=[O:11].[CH3:25]/[CH:26]=[CH:27]/[C:28]1[CH:33]=[CH:32][CH:31]=[CH:30][CH:29]=1. Product: [Cl:24][C:18]1[CH:19]=[C:20]([Cl:23])[CH:21]=[CH:22][C:17]=1[N:16]1[C@@H:26]([CH3:25])[C@H:27]([C:28]2[CH:33]=[CH:32][CH:31]=[CH:30][CH:29]=2)[C:9]([C:10]([O:12][CH2:13][CH3:14])=[O:11])=[N:15]1. The catalyst class is: 11. (6) The catalyst class is: 1. Product: [CH3:28][N:29]1[CH2:33][CH2:32][CH2:31][C@@H:30]1[C:34]([NH:1][C:2]1[CH:3]=[CH:4][C:5]([S:8][C:9]2[C:18]3[C:13](=[CH:14][CH:15]=[CH:16][CH:17]=3)[NH:12]/[C:11](=[C:19]3/[C:20]([CH2:25][CH2:26][CH3:27])=[N:21][NH:22][C:23]/3=[O:24])/[CH:10]=2)=[CH:6][CH:7]=1)=[O:35]. Reactant: [NH2:1][C:2]1[CH:7]=[CH:6][C:5]([S:8][C:9]2[C:18]3[C:13](=[CH:14][CH:15]=[CH:16][CH:17]=3)[NH:12]/[C:11](=[C:19]3/[C:20]([CH2:25][CH2:26][CH3:27])=[N:21][NH:22][C:23]/3=[O:24])/[CH:10]=2)=[CH:4][CH:3]=1.[CH3:28][N:29]1[CH2:33][CH2:32][CH2:31][C@@H:30]1[C:34](Cl)=[O:35]. (7) Reactant: S(Cl)([Cl:3])=O.[CH2:5]1[C@@H:9]([CH2:10][CH2:11][CH2:12][CH2:13][C:14]([OH:16])=O)[S:8][S:7][CH2:6]1. Product: [S:7]1[CH2:6][CH2:5][CH:9]([CH2:10][CH2:11][CH2:12][CH2:13][C:14]([Cl:3])=[O:16])[S:8]1. The catalyst class is: 2. (8) Reactant: [SH:1][CH2:2][C:3]([O:5][CH2:6][CH3:7])=[O:4].[H-].[Na+].[CH3:10][O:11][C:12]([C:14]1[C:19]([F:20])=[CH:18][C:17](Br)=[C:16]([NH2:22])[N:15]=1)=[O:13].CCOC(C)=O. Product: [CH3:10][O:11][C:12]([C:14]1[C:19]([F:20])=[CH:18][C:17]([S:1][CH2:2][C:3]([O:5][CH2:6][CH3:7])=[O:4])=[C:16]([NH2:22])[N:15]=1)=[O:13]. The catalyst class is: 3.